From a dataset of Catalyst prediction with 721,799 reactions and 888 catalyst types from USPTO. Predict which catalyst facilitates the given reaction. (1) Product: [F:1][C:2]1[CH:19]=[CH:18][CH:17]=[CH:16][C:3]=1[C:4]([NH:6][C:7]1[CH:15]=[CH:14][C:10]([C:11]([Cl:22])=[O:12])=[CH:9][CH:8]=1)=[O:5]. The catalyst class is: 11. Reactant: [F:1][C:2]1[CH:19]=[CH:18][CH:17]=[CH:16][C:3]=1[C:4]([NH:6][C:7]1[CH:15]=[CH:14][C:10]([C:11](O)=[O:12])=[CH:9][CH:8]=1)=[O:5].S(Cl)([Cl:22])=O.CN(C=O)C. (2) Reactant: [CH3:1][N:2]([CH3:17])[C:3]([C:5]1([C:11]2[CH:16]=[CH:15][CH:14]=[CH:13][CH:12]=2)[CH2:10][CH2:9][CH2:8][CH2:7][CH2:6]1)=O.[ClH:18].CCOC(C)=O. The catalyst class is: 23. Product: [ClH:18].[CH3:1][N:2]([CH3:17])[CH2:3][C:5]1([C:11]2[CH:16]=[CH:15][CH:14]=[CH:13][CH:12]=2)[CH2:6][CH2:7][CH2:8][CH2:9][CH2:10]1. (3) Reactant: [Br:1][C:2]1[CH:3]=[CH:4][CH:5]=[C:6]2[C:11]=1[NH:10][C:9](=[O:12])[C@H:8]([CH3:13])[NH:7]2.[OH-].[Na+].OO.Cl. Product: [Br:1][C:2]1[CH:3]=[CH:4][CH:5]=[C:6]2[C:11]=1[NH:10][C:9](=[O:12])[C:8]([CH3:13])=[N:7]2. The catalyst class is: 72. (4) Reactant: [NH:1]1[C:5]([C:6](=O)[CH2:7][C:8]#[N:9])=[CH:4][N:3]=[CH:2]1.[NH2:11][NH2:12].O. Product: [NH:3]1[CH:4]=[C:5]([C:6]2[CH:7]=[C:8]([NH2:9])[NH:11][N:12]=2)[N:1]=[CH:2]1. The catalyst class is: 361.